This data is from Merck oncology drug combination screen with 23,052 pairs across 39 cell lines. The task is: Regression. Given two drug SMILES strings and cell line genomic features, predict the synergy score measuring deviation from expected non-interaction effect. (1) Drug 1: O=P1(N(CCCl)CCCl)NCCCO1. Drug 2: COC1CC2CCC(C)C(O)(O2)C(=O)C(=O)N2CCCCC2C(=O)OC(C(C)CC2CCC(OP(C)(C)=O)C(OC)C2)CC(=O)C(C)C=C(C)C(O)C(OC)C(=O)C(C)CC(C)C=CC=CC=C1C. Cell line: VCAP. Synergy scores: synergy=24.8. (2) Drug 1: O=P1(N(CCCl)CCCl)NCCCO1. Drug 2: CCN(CC)CCNC(=O)c1c(C)[nH]c(C=C2C(=O)Nc3ccc(F)cc32)c1C. Cell line: NCIH1650. Synergy scores: synergy=8.85. (3) Drug 1: O=C(NOCC(O)CO)c1ccc(F)c(F)c1Nc1ccc(I)cc1F. Drug 2: Cn1c(=O)n(-c2ccc(C(C)(C)C#N)cc2)c2c3cc(-c4cnc5ccccc5c4)ccc3ncc21. Cell line: NCIH1650. Synergy scores: synergy=32.2. (4) Drug 1: O=c1[nH]cc(F)c(=O)[nH]1. Drug 2: CC(C)CC(NC(=O)C(Cc1ccccc1)NC(=O)c1cnccn1)B(O)O. Cell line: PA1. Synergy scores: synergy=-20.7. (5) Drug 1: NC1(c2ccc(-c3nc4ccn5c(=O)[nH]nc5c4cc3-c3ccccc3)cc2)CCC1. Drug 2: Cc1nc(Nc2ncc(C(=O)Nc3c(C)cccc3Cl)s2)cc(N2CCN(CCO)CC2)n1. Cell line: UWB1289. Synergy scores: synergy=17.5. (6) Synergy scores: synergy=1.59. Cell line: MDAMB436. Drug 2: O=C(CCCCCCC(=O)Nc1ccccc1)NO. Drug 1: CC1CC2C3CCC4=CC(=O)C=CC4(C)C3(F)C(O)CC2(C)C1(O)C(=O)CO.